Dataset: Choline transporter screen with 302,306 compounds. Task: Binary Classification. Given a drug SMILES string, predict its activity (active/inactive) in a high-throughput screening assay against a specified biological target. The molecule is Clc1c(C(=O)Nc2ccc(S(=O)(=O)Nc3nc4c(nc3)cccc4)cc2)ccc([N+]([O-])=O)c1. The result is 1 (active).